From a dataset of Forward reaction prediction with 1.9M reactions from USPTO patents (1976-2016). Predict the product of the given reaction. (1) Given the reactants Br[C:2]1[CH:11]=[C:10]2[C:5]([N:6]=[C:7]([N:15]3[CH2:20][CH2:19][N:18]([CH3:21])[CH2:17][CH2:16]3)[C:8]3[N:9]2[CH:12]=[N:13][N:14]=3)=[CH:4][CH:3]=1.[Li+].[Cl-].[CH2:24]([Sn](CCCC)(CCCC)C=C)[CH2:25]CC.CN(C=O)C, predict the reaction product. The product is: [CH3:21][N:18]1[CH2:19][CH2:20][N:15]([C:7]2[C:8]3[N:9]([CH:12]=[N:13][N:14]=3)[C:10]3[C:5]([N:6]=2)=[CH:4][CH:3]=[C:2]([CH:24]=[CH2:25])[CH:11]=3)[CH2:16][CH2:17]1. (2) Given the reactants [Cl:1][C:2]1[CH:3]=[C:4]([CH:27]=[CH:28][C:29]=1[F:30])[CH2:5][N:6]1[CH2:15][CH2:14][C:13]2[C:8](=[C:9]([O:24]C)[C:10](=[O:23])[N:11]([CH3:22])[C:12]=2[N:16]([CH3:21])[S:17]([CH3:20])(=[O:19])=[O:18])[C:7]1=[O:26].C(OCC)C, predict the reaction product. The product is: [Cl:1][C:2]1[CH:3]=[C:4]([CH:27]=[CH:28][C:29]=1[F:30])[CH2:5][N:6]1[CH2:15][CH2:14][C:13]2[C:8](=[C:9]([OH:24])[C:10](=[O:23])[N:11]([CH3:22])[C:12]=2[N:16]([CH3:21])[S:17]([CH3:20])(=[O:19])=[O:18])[C:7]1=[O:26].